From a dataset of Full USPTO retrosynthesis dataset with 1.9M reactions from patents (1976-2016). Predict the reactants needed to synthesize the given product. (1) The reactants are: Cl[C:2]1[N:9]=[C:8]([CH3:10])[CH:7]=[C:6](Cl)[C:3]=1[C:4]#[N:5].[CH3:12][O-:13].[Na+].[C:15]([OH:18])(=O)C. Given the product [CH3:12][O:13][C:2]1[N:9]=[C:8]([CH3:10])[CH:7]=[C:6]([O:18][CH3:15])[C:3]=1[C:4]#[N:5], predict the reactants needed to synthesize it. (2) Given the product [F:8][C:9]1[C:18]([CH:19]=[O:2])=[CH:17][C:16]2[C:15]([CH3:22])([CH3:21])[CH2:14][CH2:13][C:12]([CH3:24])([CH3:23])[C:11]=2[CH:10]=1, predict the reactants needed to synthesize it. The reactants are: [N+](C(C)C)([O-])=[O:2].[Na].[F:8][C:9]1[C:18]([CH2:19]Br)=[CH:17][C:16]2[C:15]([CH3:22])([CH3:21])[CH2:14][CH2:13][C:12]([CH3:24])([CH3:23])[C:11]=2[CH:10]=1. (3) Given the product [F:1][C:2]1[C:7]([N:8]2[C:16]([OH:24])=[CH:17][C:18]([C:19]([O:21][CH2:22][CH3:23])=[O:20])=[N:9]2)=[CH:6][CH:5]=[CH:4][N:3]=1, predict the reactants needed to synthesize it. The reactants are: [F:1][C:2]1[C:7]([NH:8][NH2:9])=[CH:6][CH:5]=[CH:4][N:3]=1.C(=O)([O-])[O-].[Na+].[Na+].[C:16](OCC)(=[O:24])[C:17]#[C:18][C:19]([O:21][CH2:22][CH3:23])=[O:20].Cl. (4) Given the product [CH:15]1([CH2:14][O:1][C:2]2[CH:3]=[C:4]3[C:9](=[CH:10][CH:11]=2)[C:8](=[O:12])[CH2:7][CH2:6][CH2:5]3)[CH2:17][CH2:16]1, predict the reactants needed to synthesize it. The reactants are: [OH:1][C:2]1[CH:3]=[C:4]2[C:9](=[CH:10][CH:11]=1)[C:8](=[O:12])[CH2:7][CH2:6][CH2:5]2.Br[CH2:14][CH:15]1[CH2:17][CH2:16]1.C([O-])([O-])=O.[K+].[K+]. (5) Given the product [OH:49][C:45]1([CH2:48][OH:29])[CH2:47][O:10][C@H:9]([C:15]2[CH:20]=[C:19]([F:21])[C:18]([F:22])=[CH:17][C:16]=2[F:23])[C@@H:8]([NH:7][C:6](=[O:24])[O:5][C:1]([CH3:4])([CH3:3])[CH3:2])[CH2:46]1, predict the reactants needed to synthesize it. The reactants are: [C:1]([O:5][C:6](=[O:24])[NH:7][C@H:8]1CC(=C)C[O:10][C@@H:9]1[C:15]1[CH:20]=[C:19]([F:21])[C:18]([F:22])=[CH:17][C:16]=1[F:23])([CH3:4])([CH3:3])[CH3:2].C[N+]1([O-])CC[O:29]CC1.S(=O)(=O)(O)[O-].[Na+].C(OCC)(=O)C.[C:45]([OH:49])([CH3:48])([CH3:47])[CH3:46]. (6) The reactants are: C1COCC1.C[O:7][C:8](=O)[C:9]1[CH:14]=[CH:13][C:12]([CH2:15][CH2:16][CH3:17])=[C:11]([C:18]([F:21])([F:20])[F:19])[CH:10]=1.[H-].[Al+3].[Li+].[H-].[H-].[H-].[OH-].[Na+]. Given the product [CH2:15]([C:12]1[CH:13]=[CH:14][C:9]([CH2:8][OH:7])=[CH:10][C:11]=1[C:18]([F:19])([F:20])[F:21])[CH2:16][CH3:17], predict the reactants needed to synthesize it.